Dataset: Full USPTO retrosynthesis dataset with 1.9M reactions from patents (1976-2016). Task: Predict the reactants needed to synthesize the given product. (1) Given the product [Br:1][C:2]1[C:3]([N:22]2[CH2:27][CH2:26][CH2:25][C@@H:24]([NH:28][C:29](=[O:35])[O:30][C:31]([CH3:33])([CH3:32])[CH3:34])[CH2:23]2)=[C:4]2[C:10]([NH:11][C:12]([C:14]3([C:17]([F:20])([F:19])[F:18])[CH2:16][CH2:15]3)=[O:13])=[CH:9][NH:8][C:5]2=[N:6][CH:7]=1, predict the reactants needed to synthesize it. The reactants are: [Br:1][C:2]1[C:3](F)=[C:4]2[C:10]([NH:11][C:12]([C:14]3([C:17]([F:20])([F:19])[F:18])[CH2:16][CH2:15]3)=[O:13])=[CH:9][NH:8][C:5]2=[N:6][CH:7]=1.[NH:22]1[CH2:27][CH2:26][CH2:25][C@@H:24]([NH:28][C:29](=[O:35])[O:30][C:31]([CH3:34])([CH3:33])[CH3:32])[CH2:23]1. (2) The reactants are: [N+:1]([C:4]1[CH:5]=[CH:6][C:7]([O:13][C:14]([F:17])([F:16])[F:15])=[C:8]([CH:12]=1)[C:9]([OH:11])=[O:10])([O-])=O.[H][H]. Given the product [NH2:1][C:4]1[CH:5]=[CH:6][C:7]([O:13][C:14]([F:15])([F:16])[F:17])=[C:8]([CH:12]=1)[C:9]([OH:11])=[O:10], predict the reactants needed to synthesize it. (3) Given the product [C:13]1([NH:4][C@@H:5]2[CH2:10][CH2:9][CH2:8][CH2:7][C@H:6]2[OH:11])[CH:18]=[CH:17][CH:16]=[CH:15][CH:14]=1, predict the reactants needed to synthesize it. The reactants are: [OH-].[Na+].Cl.[NH2:4][CH:5]1[CH2:10][CH2:9][CH2:8][CH2:7][CH:6]1[OH:11].I[C:13]1[CH:18]=[CH:17][CH:16]=[CH:15][CH:14]=1.CS(C)=O. (4) Given the product [CH3:16][O:17][C:18]1[CH:25]=[CH:24][C:21]([CH2:22][NH:23][C:2]2[C:7]3[N:8]=[CH:9][N:10]([N:11]([CH3:13])[CH3:12])[C:6]=3[C:5]([CH3:14])=[C:4]([CH3:15])[N:3]=2)=[CH:20][CH:19]=1, predict the reactants needed to synthesize it. The reactants are: Cl[C:2]1[C:7]2[N:8]=[CH:9][N:10]([N:11]([CH3:13])[CH3:12])[C:6]=2[C:5]([CH3:14])=[C:4]([CH3:15])[N:3]=1.[CH3:16][O:17][C:18]1[CH:25]=[CH:24][C:21]([CH2:22][NH2:23])=[CH:20][CH:19]=1.Cl.N1C=CC=CC=1. (5) Given the product [CH3:1][C:2]1[CH:10]=[C:9]([N+:11]([O-:13])=[O:12])[CH:8]=[CH:7][C:3]=1[C:4]([O:6][CH3:14])=[O:5], predict the reactants needed to synthesize it. The reactants are: [CH3:1][C:2]1[CH:10]=[C:9]([N+:11]([O-:13])=[O:12])[CH:8]=[CH:7][C:3]=1[C:4]([OH:6])=[O:5].[C:14](Cl)(=O)C(Cl)=O.CO. (6) Given the product [Cl:17][CH2:18][C:19]([N:4]1[C@H:5]([C:7]([NH2:9])=[O:8])[CH2:6][S:2][CH2:3]1)=[O:20], predict the reactants needed to synthesize it. The reactants are: Cl.[S:2]1[CH2:6][C@@H:5]([C:7]([NH2:9])=[O:8])[NH:4][CH2:3]1.CCN(CC)CC.[Cl:17][CH2:18][C:19](Cl)=[O:20]. (7) Given the product [C:1]([O:14][C@H:15]([CH2:20][CH2:21][CH2:22][CH2:23][CH2:24][CH2:25][CH2:26][CH2:27][CH2:28][CH2:29][CH3:30])[CH2:16][C:17]([NH:66][CH:65]([CH2:64][CH2:63][O:62][P:53]([O:55][C:56]1[CH:57]=[CH:58][CH:59]=[CH:60][CH:61]=1)([O:52][C:46]1[CH:47]=[CH:48][CH:49]=[CH:50][CH:51]=1)=[O:54])[C:67]([O:69][CH2:70][C:71]1[CH:72]=[CH:73][CH:74]=[CH:75][CH:76]=1)=[O:68])=[O:19])(=[O:13])[CH2:2][CH2:3][CH2:4][CH2:5][CH2:6][CH2:7][CH2:8][CH2:9][CH2:10][CH2:11][CH3:12], predict the reactants needed to synthesize it. The reactants are: [C:1]([O:14][C@H:15]([CH2:20][CH2:21][CH2:22][CH2:23][CH2:24][CH2:25][CH2:26][CH2:27][CH2:28][CH2:29][CH3:30])[CH2:16][C:17]([OH:19])=O)(=[O:13])[CH2:2][CH2:3][CH2:4][CH2:5][CH2:6][CH2:7][CH2:8][CH2:9][CH2:10][CH2:11][CH3:12].CN1CCOCC1.ClC(OCC(C)C)=O.[C:46]1([O:52][P:53]([O:62][CH2:63][CH2:64][CH:65]([C:67]([O:69][CH2:70][C:71]2[CH:76]=[CH:75][CH:74]=[CH:73][CH:72]=2)=[O:68])[NH2:66])([O:55][C:56]2[CH:61]=[CH:60][CH:59]=[CH:58][CH:57]=2)=[O:54])[CH:51]=[CH:50][CH:49]=[CH:48][CH:47]=1. (8) Given the product [CH3:1][O:2][C:3](=[O:26])[CH2:4][C@H:5]1[C:9]2[CH:10]=[CH:11][C:12]([O:14][C@H:15]3[C:23]4[C:18](=[C:19]([O:25][C:34]5[CH:35]=[CH:36][C:30]6[S:29][C:28]([CH3:27])=[N:32][C:31]=6[CH:33]=5)[CH:20]=[CH:21][C:22]=4[F:24])[CH2:17][CH2:16]3)=[CH:13][C:8]=2[O:7][CH2:6]1, predict the reactants needed to synthesize it. The reactants are: [CH3:1][O:2][C:3](=[O:26])[CH2:4][C@H:5]1[C:9]2[CH:10]=[CH:11][C:12]([O:14][C@H:15]3[C:23]4[C:18](=[C:19]([OH:25])[CH:20]=[CH:21][C:22]=4[F:24])[CH2:17][CH2:16]3)=[CH:13][C:8]=2[O:7][CH2:6]1.[CH3:27][C:28]1[S:29][C:30]2[CH:36]=[CH:35][C:34](B(O)O)=[CH:33][C:31]=2[N:32]=1. (9) Given the product [C:31]([O:30][C:28](=[O:29])[NH:25][C:22]1[CH:23]=[CH:24][C:19]([C:16]2[N:17]=[CH:18][N:14]([C:11]3[CH:12]=[CH:13][C:8]([O:7][C:2]([F:1])([F:26])[C:3]([F:6])([F:5])[F:4])=[CH:9][CH:10]=3)[N:15]=2)=[CH:20][CH:21]=1)([CH3:36])([CH3:43])[CH3:32], predict the reactants needed to synthesize it. The reactants are: [F:1][C:2]([F:26])([O:7][C:8]1[CH:13]=[CH:12][C:11]([N:14]2[CH:18]=[N:17][C:16]([C:19]3[CH:24]=[CH:23][C:22]([NH2:25])=[CH:21][CH:20]=3)=[N:15]2)=[CH:10][CH:9]=1)[C:3]([F:6])([F:5])[F:4].Cl[C:28]([O:30][C:31]1[CH:36]=CC([N+]([O-])=O)=C[CH:32]=1)=[O:29].[N+]([C:43]1C=CC(NC(=O)[O-])=CC=1)([O-])=O.CC(O)(C)C.[H-].[Na+]. (10) Given the product [Br:14][C:10]1[C:11]([F:13])=[CH:12][C:7]([CH:19]=[O:20])=[C:8]([F:15])[CH:9]=1, predict the reactants needed to synthesize it. The reactants are: C([Li])CCC.Br[C:7]1[CH:12]=[C:11]([F:13])[C:10]([Br:14])=[CH:9][C:8]=1[F:15].CN([CH:19]=[O:20])C.C(OCC)(=O)C.